This data is from Catalyst prediction with 721,799 reactions and 888 catalyst types from USPTO. The task is: Predict which catalyst facilitates the given reaction. (1) Reactant: P(C(C)(C)C)(C(C)(C)C)C(C)(C)C.CC(C)([O-])C.[Na+].Br[C:21]1(Br)[CH2:26][CH:25]=[CH:24][CH:23]=[C:22]1[C:27]1[CH:32]=[CH:31][CH:30]=[CH:29][CH:28]=1.[N:34]1[C:38]2=[CH:39][C:40]3[O:41][C:42]4[C:47]([C:48]=3[CH:49]=[C:37]2[S:36][C:35]=1[NH2:50])=[CH:46][CH:45]=[CH:44][CH:43]=4. Product: [CH:26]1[C:21]2[N:50]([C:35]3[S:36][C:37]4[C:38]([N:34]=3)=[CH:39][C:40]3[O:41][C:42]5[C:47]([C:48]=3[CH:49]=4)=[CH:46][CH:45]=[CH:44][CH:43]=5)[C:32]3[C:27](=[CH:28][CH:29]=[CH:30][CH:31]=3)[C:22]=2[CH:23]=[CH:24][CH:25]=1. The catalyst class is: 491. (2) Reactant: [Cl:1][C:2]1[CH:3]=[C:4]([C:9]2([C:26]([F:29])([F:28])[F:27])[O:13][N:12]=[C:11]([C:14]3[CH:22]=[CH:21][C:17]([C:18](O)=[O:19])=[C:16]([CH2:23][O:24][CH3:25])[CH:15]=3)[CH2:10]2)[CH:5]=[C:6]([Cl:8])[CH:7]=1.C(Cl)(=O)C(Cl)=O.C[N:37](C)C=O. Product: [Cl:1][C:2]1[CH:3]=[C:4]([C:9]2([C:26]([F:29])([F:28])[F:27])[O:13][N:12]=[C:11]([C:14]3[CH:22]=[CH:21][C:17]([C:18]([NH2:37])=[O:19])=[C:16]([CH2:23][O:24][CH3:25])[CH:15]=3)[CH2:10]2)[CH:5]=[C:6]([Cl:8])[CH:7]=1. The catalyst class is: 4.